Dataset: Catalyst prediction with 721,799 reactions and 888 catalyst types from USPTO. Task: Predict which catalyst facilitates the given reaction. (1) Reactant: [C:1]([C:4]1[N:9]=[CH:8][C:7]([NH:10][C@@H:11]2[CH2:16][CH2:15][CH2:14][CH2:13][C@@H:12]2[NH:17]C(=O)OC(C)(C)C)=[CH:6][C:5]=1[NH:25][C:26]1[CH:31]=[CH:30][C:29]([C:32](=[O:36])[N:33]([CH3:35])[CH3:34])=[C:28]([CH3:37])[N:27]=1)(=[O:3])[NH2:2].FC(F)(F)C(O)=O. Product: [NH2:17][C@H:12]1[CH2:13][CH2:14][CH2:15][CH2:16][C@H:11]1[NH:10][C:7]1[CH:6]=[C:5]([NH:25][C:26]2[CH:31]=[CH:30][C:29]([C:32](=[O:36])[N:33]([CH3:34])[CH3:35])=[C:28]([CH3:37])[N:27]=2)[C:4]([C:1]([NH2:2])=[O:3])=[N:9][CH:8]=1. The catalyst class is: 4. (2) Reactant: [CH:1]([NH:4][C:5]1[C:10]([C:11]([O:13]CC)=[O:12])=[CH:9][N:8]=[C:7]([S:16][CH3:17])[N:6]=1)([CH3:3])[CH3:2].[OH-].[Na+]. Product: [CH:1]([NH:4][C:5]1[C:10]([C:11]([OH:13])=[O:12])=[CH:9][N:8]=[C:7]([S:16][CH3:17])[N:6]=1)([CH3:3])[CH3:2]. The catalyst class is: 40. (3) Reactant: [CH3:1]C(C)([O-])C.[K+].[N+:7]([C:10]1[CH:19]=[CH:18][CH:17]=[C:16]2[C:11]=1[CH:12]=[CH:13][N:14]=[CH:15]2)([O-:9])=[O:8].ClCC(OCC)=O.C(=O)([O-])[O-].[K+].[K+]. Product: [CH3:1][C:19]1[C:10]([N+:7]([O-:9])=[O:8])=[C:11]2[C:16](=[CH:17][CH:18]=1)[CH:15]=[N:14][CH:13]=[CH:12]2. The catalyst class is: 20. (4) Reactant: [NH2:1][C:2]1[N:7]=[CH:6][N:5]=[C:4]2[N:8]([CH:32]3[CH2:36][CH2:35][NH:34][CH2:33]3)[N:9]=[C:10]([C:11]3[CH:16]=[CH:15][C:14]([NH:17][C:18]([C:20]4[N:21]([CH3:29])[C:22]5[C:27]([CH:28]=4)=[CH:26][CH:25]=[CH:24][CH:23]=5)=[O:19])=[C:13]([O:30][CH3:31])[CH:12]=3)[C:3]=12.[CH3:37][O:38][CH2:39][CH2:40]Br.C(=O)([O-])[O-].[K+].[K+].O. Product: [NH2:1][C:2]1[N:7]=[CH:6][N:5]=[C:4]2[N:8]([CH:32]3[CH2:36][CH2:35][N:34]([CH2:40][CH2:39][O:38][CH3:37])[CH2:33]3)[N:9]=[C:10]([C:11]3[CH:16]=[CH:15][C:14]([NH:17][C:18]([C:20]4[N:21]([CH3:29])[C:22]5[C:27]([CH:28]=4)=[CH:26][CH:25]=[CH:24][CH:23]=5)=[O:19])=[C:13]([O:30][CH3:31])[CH:12]=3)[C:3]=12. The catalyst class is: 9.